This data is from Forward reaction prediction with 1.9M reactions from USPTO patents (1976-2016). The task is: Predict the product of the given reaction. (1) Given the reactants [N+:1]([C:4]1[CH:9]=[CH:8][CH:7]=[CH:6][C:5]=1[C:10]1[CH:22]=[CH:21][C:20]2[C:19]3[C:14](=[CH:15][CH:16]=[CH:17][CH:18]=3)[C:13]([CH3:24])([CH3:23])[C:12]=2[CH:11]=1)([O-])=O.P(OCC)(OCC)OCC, predict the reaction product. The product is: [CH3:23][C:13]1([CH3:24])[C:12]2[CH:11]=[C:10]3[C:5]4[C:4]([NH:1][C:22]3=[CH:21][C:20]=2[C:19]2[CH:18]=[CH:17][CH:16]=[CH:15][C:14]1=2)=[CH:9][CH:8]=[CH:7][CH:6]=4. (2) Given the reactants [NH2:1][C:2]1[CH:3]=[N:4][C:5]2[C:10]([C:11]=1[NH:12][CH2:13][C:14]([CH3:21])([CH3:20])[C:15]([O:17][CH2:18][CH3:19])=[O:16])=[CH:9][CH:8]=[CH:7][CH:6]=2.[CH2:22]([O:24][CH2:25][C:26](Cl)=O)[CH3:23].C(N(CC)CC)C, predict the reaction product. The product is: [CH2:22]([O:24][CH2:25][C:26]1[N:12]([CH2:13][C:14]([CH3:20])([CH3:21])[C:15]([O:17][CH2:18][CH3:19])=[O:16])[C:11]2[C:10]3[CH:9]=[CH:8][CH:7]=[CH:6][C:5]=3[N:4]=[CH:3][C:2]=2[N:1]=1)[CH3:23]. (3) The product is: [N:29]([CH2:6][CH2:7][O:8][C:9]1[CH:14]=[CH:13][C:12]([CH2:15][CH:16]([O:22][C:23]2[CH:28]=[CH:27][CH:26]=[CH:25][CH:24]=2)[C:17]([O:19][CH2:20][CH3:21])=[O:18])=[CH:11][CH:10]=1)=[N+:30]=[N-:31]. Given the reactants CS(O[CH2:6][CH2:7][O:8][C:9]1[CH:14]=[CH:13][C:12]([CH2:15][CH:16]([O:22][C:23]2[CH:28]=[CH:27][CH:26]=[CH:25][CH:24]=2)[C:17]([O:19][CH2:20][CH3:21])=[O:18])=[CH:11][CH:10]=1)(=O)=O.[N-:29]=[N+:30]=[N-:31].[Na+], predict the reaction product. (4) Given the reactants [CH3:1][C:2]1[CH:9]=[CH:8][C:5]([C:6]#[N:7])=[CH:4][N:3]=1.C(NC(C)C)(C)C.[Li].[F:18][C:19]([F:23])([F:22])[CH2:20]I, predict the reaction product. The product is: [F:18][C:19]([F:23])([F:22])[CH2:20][CH2:1][C:2]1[N:3]=[CH:4][C:5]([C:6]#[N:7])=[CH:8][CH:9]=1. (5) Given the reactants [Cl:1][C:2]1[N:3]=[C:4]([N:14]2[CH2:19][CH2:18][O:17][CH2:16][CH2:15]2)[C:5]2[N:10]=[C:9]([C:11]([OH:13])=O)[S:8][C:6]=2[N:7]=1.[CH3:20][C:21]1([CH3:31])[NH:26][CH2:25][CH2:24][N:23]([CH:27]2[CH2:30][O:29][CH2:28]2)[CH2:22]1.CN(C(ON1N=NC2C=CC=NC1=2)=[N+](C)C)C.F[P-](F)(F)(F)(F)F.CCN(C(C)C)C(C)C, predict the reaction product. The product is: [Cl:1][C:2]1[N:3]=[C:4]([N:14]2[CH2:19][CH2:18][O:17][CH2:16][CH2:15]2)[C:5]2[N:10]=[C:9]([C:11]([N:26]3[CH2:25][CH2:24][N:23]([CH:27]4[CH2:30][O:29][CH2:28]4)[CH2:22][C:21]3([CH3:31])[CH3:20])=[O:13])[S:8][C:6]=2[N:7]=1.